Task: Predict the reactants needed to synthesize the given product.. Dataset: Full USPTO retrosynthesis dataset with 1.9M reactions from patents (1976-2016) (1) Given the product [C:11]([S:10][C:5]1[CH:6]=[CH:7][CH:8]=[CH:9][C:4]=1[C:3]([OH:30])=[O:2])([C:18]1[CH:23]=[CH:22][CH:21]=[CH:20][CH:19]=1)([C:24]1[CH:29]=[CH:28][CH:27]=[CH:26][CH:25]=1)[C:12]1[CH:17]=[CH:16][CH:15]=[CH:14][CH:13]=1, predict the reactants needed to synthesize it. The reactants are: C[O:2][C:3](=[O:30])[C:4]1[CH:9]=[CH:8][CH:7]=[CH:6][C:5]=1[S:10][C:11]([C:24]1[CH:29]=[CH:28][CH:27]=[CH:26][CH:25]=1)([C:18]1[CH:23]=[CH:22][CH:21]=[CH:20][CH:19]=1)[C:12]1[CH:17]=[CH:16][CH:15]=[CH:14][CH:13]=1.[Li+].[OH-]. (2) The reactants are: [Cl:1][C:2]1[CH:3]=[CH:4][C:5]([CH3:10])=[C:6]([CH:9]=1)[C:7]#[N:8].[Br:11]N1C(=O)CCC1=O.C(OOC(=O)C1C=CC=CC=1)(=O)C1C=CC=CC=1. Given the product [Br:11][CH2:10][C:5]1[CH:4]=[CH:3][C:2]([Cl:1])=[CH:9][C:6]=1[C:7]#[N:8], predict the reactants needed to synthesize it.